The task is: Predict the reactants needed to synthesize the given product.. This data is from Full USPTO retrosynthesis dataset with 1.9M reactions from patents (1976-2016). Given the product [F:1][C:2]([F:21])([C:14]1[N:19]=[CH:18][C:17]([F:20])=[CH:16][N:15]=1)[C:3]1[N:12]=[C:11]([NH:33][C:30]2[CH:29]=[C:28]([CH3:27])[NH:32][N:31]=2)[C:10]2[C:5](=[CH:6][CH:7]=[CH:8][CH:9]=2)[N:4]=1, predict the reactants needed to synthesize it. The reactants are: [F:1][C:2]([F:21])([C:14]1[N:19]=[CH:18][C:17]([F:20])=[CH:16][N:15]=1)[C:3]1[N:12]=[C:11](O)[C:10]2[C:5](=[CH:6][CH:7]=[CH:8][CH:9]=2)[N:4]=1.P(Cl)(Cl)(Cl)=O.[CH3:27][C:28]1[NH:32][N:31]=[C:30]([NH2:33])[CH:29]=1.CCN(C(C)C)C(C)C.